This data is from Catalyst prediction with 721,799 reactions and 888 catalyst types from USPTO. The task is: Predict which catalyst facilitates the given reaction. Reactant: [Br:1]N1C(=O)CCC1=O.C(OOC(=O)C1C=CC=CC=1)(=O)C1C=CC=CC=1.[Cl:27][C:28]1[CH:33]=[CH:32][C:31]([CH3:34])=[CH:30][N:29]=1.O. Product: [Br:1][CH2:34][C:31]1[CH:32]=[CH:33][C:28]([Cl:27])=[N:29][CH:30]=1. The catalyst class is: 53.